This data is from Peptide-MHC class II binding affinity with 134,281 pairs from IEDB. The task is: Regression. Given a peptide amino acid sequence and an MHC pseudo amino acid sequence, predict their binding affinity value. This is MHC class II binding data. (1) The peptide sequence is LKLTSGKIASCLNDN. The MHC is HLA-DPA10301-DPB10402 with pseudo-sequence HLA-DPA10301-DPB10402. The binding affinity (normalized) is 0.580. (2) The peptide sequence is IQGNVTSIHSLLDEG. The MHC is HLA-DQA10101-DQB10501 with pseudo-sequence HLA-DQA10101-DQB10501. The binding affinity (normalized) is 0.187. (3) The binding affinity (normalized) is 0.192. The peptide sequence is PADKYKTLEAAFTVS. The MHC is HLA-DQA10102-DQB10602 with pseudo-sequence HLA-DQA10102-DQB10602. (4) The peptide sequence is KPAAAATATATSAVG. The MHC is HLA-DPA10103-DPB10301 with pseudo-sequence HLA-DPA10103-DPB10301. The binding affinity (normalized) is 0.148. (5) The peptide sequence is SELPDFLAKKGGEAM. The MHC is DRB3_0301 with pseudo-sequence DRB3_0301. The binding affinity (normalized) is 0.437. (6) The peptide sequence is IHSLRRLYPSVFEKH. The MHC is DRB1_0405 with pseudo-sequence DRB1_0405. The binding affinity (normalized) is 0.735. (7) The peptide sequence is NSFYYMKGGVNTFLI. The MHC is DRB5_0101 with pseudo-sequence DRB5_0101. The binding affinity (normalized) is 0.830. (8) The peptide sequence is PETPNMDVIGERIKRIK. The binding affinity (normalized) is 0.462. The MHC is DRB1_1302 with pseudo-sequence DRB1_1302. (9) The peptide sequence is ADLGYGPATPAAPAA. The MHC is HLA-DQA10101-DQB10501 with pseudo-sequence HLA-DQA10101-DQB10501. The binding affinity (normalized) is 0.0381. (10) The peptide sequence is DVFYNGAYFVSSGKY. The MHC is HLA-DPA10301-DPB10402 with pseudo-sequence HLA-DPA10301-DPB10402. The binding affinity (normalized) is 0.360.